Dataset: Full USPTO retrosynthesis dataset with 1.9M reactions from patents (1976-2016). Task: Predict the reactants needed to synthesize the given product. (1) Given the product [Br:1][C:2]1[CH:3]=[C:4]([CH:7]=[C:8]([O:11][CH2:12][CH3:13])[C:9]=1[O:10][CH2:16][O:17][CH3:18])[CH:5]=[O:6], predict the reactants needed to synthesize it. The reactants are: [Br:1][C:2]1[CH:3]=[C:4]([CH:7]=[C:8]([O:11][CH2:12][CH3:13])[C:9]=1[OH:10])[CH:5]=[O:6].[H-].[Na+].[CH2:16](Cl)[O:17][CH3:18].CCOC(C)=O. (2) Given the product [P:65]([O:48][C@@H:35]1[C@@H:34]([CH2:33][O:32][C:12]([C:26]2[CH:31]=[CH:30][CH:29]=[CH:28][CH:27]=2)([C:11]2[CH:49]=[CH:50][C:8]([O:7][CH2:1][CH2:2][CH:3]=[CH:4][CH:5]=[CH2:6])=[CH:9][CH:10]=2)[C:13]2[CH:14]=[CH:15][C:16]([O:19][CH2:20][CH2:21][CH:22]=[CH:23][CH:24]=[CH2:25])=[CH:17][CH:18]=2)[O:38][C@@H:37]([N:39]2[CH:47]=[C:45]([CH3:46])[C:43](=[O:44])[NH:42][C:40]2=[O:41])[CH2:36]1)([NH2:66])[OH:64], predict the reactants needed to synthesize it. The reactants are: [CH2:1]([O:7][C:8]1[CH:50]=[CH:49][C:11]([C:12]([O:32][CH2:33][C@H:34]2[O:38][C@@H:37]([N:39]3[CH:47]=[C:45]([CH3:46])[C:43](=[O:44])[NH:42][C:40]3=[O:41])[CH2:36][C@@H:35]2[OH:48])([C:26]2[CH:31]=[CH:30][CH:29]=[CH:28][CH:27]=2)[C:13]2[CH:18]=[CH:17][C:16]([O:19][CH2:20][CH2:21][CH:22]=[CH:23][CH:24]=[CH2:25])=[CH:15][CH:14]=2)=[CH:10][CH:9]=1)[CH2:2][CH:3]=[CH:4][CH:5]=[CH2:6].C(N(C(C)C)CC)(C)C.C(CC[O:64][P:65](Cl)[N:66](C(C)C)C(C)C)#N. (3) Given the product [Cl:1][C:2]1[CH:3]=[CH:4][C:5]2[N:6]([N:8]=[C:9]([CH2:11][CH2:12][C:13]3[N:17]([CH3:18])[N:16]=[C:15]([N:19]4[CH2:23][CH2:22][CH2:21][CH2:20]4)[N:14]=3)[N:10]=2)[CH:7]=1, predict the reactants needed to synthesize it. The reactants are: [Cl:1][C:2]1[CH:3]=[CH:4][C:5]2[N:6]([N:8]=[C:9]([CH:11]=[CH:12][C:13]3[N:17]([CH3:18])[N:16]=[C:15]([N:19]4[CH2:23][CH2:22][CH2:21][CH2:20]4)[N:14]=3)[N:10]=2)[CH:7]=1. (4) Given the product [F:35][C:36]1[CH:41]=[CH:40][C:39]([S:42]([N:4]([CH:1]([CH3:3])[CH3:2])[CH2:5][C:6]([NH:8][CH2:9][C:10]2[CH:15]=[C:14]([C:16]3[CH:17]=[CH:18][C:19]([C:22]([F:24])([F:25])[F:23])=[CH:20][CH:21]=3)[N:13]=[CH:12][N:11]=2)=[O:7])(=[O:44])=[O:43])=[CH:38][CH:37]=1.[C:6]([NH2:8])(=[O:7])[CH3:5], predict the reactants needed to synthesize it. The reactants are: [CH:1]([NH:4][CH2:5][C:6]([NH:8][CH2:9][C:10]1[CH:15]=[C:14]([C:16]2[CH:21]=[CH:20][C:19]([C:22]([F:25])([F:24])[F:23])=[CH:18][CH:17]=2)[N:13]=[CH:12][N:11]=1)=[O:7])([CH3:3])[CH3:2].C(N(CC)C(C)C)(C)C.[F:35][C:36]1[CH:41]=[CH:40][C:39]([S:42](Cl)(=[O:44])=[O:43])=[CH:38][CH:37]=1.C(OCC)(=O)C. (5) Given the product [C:20]([C:2]1[CH:7]=[CH:6][C:5]([CH:8]([OH:12])[CH2:9][CH:10]=[CH2:11])=[CH:4][C:3]=1[F:13])#[N:21], predict the reactants needed to synthesize it. The reactants are: Br[C:2]1[CH:7]=[CH:6][C:5]([CH:8]([OH:12])[CH2:9][CH:10]=[CH2:11])=[CH:4][C:3]=1[F:13].CCOC(C)=O.[CH3:20][N:21](C=O)C.